This data is from Reaction yield outcomes from USPTO patents with 853,638 reactions. The task is: Predict the reaction yield, written as a fraction of the theoretical maximum amount of product (1.0 means a 100% yield; for example, 0.34 means a 34% yield). (1) The reactants are [C:1]([Si:5]([CH3:30])([CH3:29])[O:6][C@H:7]1[CH2:15][CH2:14][CH2:13][C@@:12]2([CH3:16])[C@H:8]1[CH2:9][CH2:10][C@@H:11]2[C@:17]([CH3:28])([CH2:25][C:26]#[CH:27])[CH2:18][CH2:19][CH2:20][C:21]([CH3:24])([OH:23])[CH3:22])([CH3:4])([CH3:3])[CH3:2].ClCCl. The catalyst is O. The product is [C:1]([Si:5]([CH3:29])([CH3:30])[O:6][C@H:7]1[CH2:15][CH2:14][CH2:13][C@@:12]2([CH3:16])[C@H:8]1[CH2:9][CH2:10][C@@H:11]2[C@:17]([CH3:28])([CH2:25][C:26]#[CH:27])[CH2:18][CH2:19][CH2:20][C:21]([CH3:22])([O:23][Si:5]([CH3:30])([CH3:29])[CH3:1])[CH3:24])([CH3:4])([CH3:3])[CH3:2]. The yield is 0.930. (2) The yield is 0.550. The product is [CH2:1]([N:8]1[C:16]2[C:11](=[N:12][C:13]([Cl:18])=[N:14][C:15]=2[Cl:17])[NH:10][CH:9]1[CH:19]=[CH2:20])[C:2]1[CH:3]=[CH:4][CH:5]=[CH:6][CH:7]=1. The catalyst is C1COCC1. The reactants are [CH2:1]([N:8]1[C:16]2[C:11](=[N:12][C:13]([Cl:18])=[N:14][C:15]=2[Cl:17])[N:10]=[CH:9]1)[C:2]1[CH:7]=[CH:6][CH:5]=[CH:4][CH:3]=1.[CH:19]([Mg]Br)=[CH2:20].[NH4+].[Cl-]. (3) The reactants are [NH2:1][C:2]1[N:7]=[CH:6][C:5](/[C:8](/SC)=[CH:9]\[C:10]([CH:12]2[CH:17]3[CH:13]2[CH2:14][CH:15]([O:18][Si:19]([C:32]([CH3:35])([CH3:34])[CH3:33])([C:26]2[CH:31]=[CH:30][CH:29]=[CH:28][CH:27]=2)[C:20]2[CH:25]=[CH:24][CH:23]=[CH:22][CH:21]=2)[CH2:16]3)=O)=[CH:4][C:3]=1[O:38][C:39]([F:42])([F:41])[F:40].O.[NH2:44][NH2:45].C(OCC)(=O)C. The catalyst is C(O)C. The product is [Si:19]([O:18][CH:15]1[CH2:14][CH:13]2[CH:17]([CH:12]2[C:10]2[NH:45][N:44]=[C:8]([C:5]3[CH:4]=[C:3]([O:38][C:39]([F:41])([F:42])[F:40])[C:2]([NH2:1])=[N:7][CH:6]=3)[CH:9]=2)[CH2:16]1)([C:32]([CH3:34])([CH3:33])[CH3:35])([C:20]1[CH:21]=[CH:22][CH:23]=[CH:24][CH:25]=1)[C:26]1[CH:27]=[CH:28][CH:29]=[CH:30][CH:31]=1. The yield is 0.760. (4) The yield is 0.380. The product is [F:21][C:15]1[CH:14]=[C:13]2[C:18]([C:19](=[O:20])[C:10]([CH2:9][NH:8][C:6]([C:5]3[CH:29]=[CH:30][C:2]([N:31]4[CH2:36][CH2:35][CH:34]([CH2:37][OH:38])[CH2:33][CH2:32]4)=[N:3][CH:4]=3)=[O:7])=[CH:11][N:12]2[C:22]2[CH:27]=[CH:26][CH:25]=[CH:24][C:23]=2[F:28])=[CH:17][CH:16]=1. The catalyst is CN(C=O)C. The reactants are Cl[C:2]1[CH:30]=[CH:29][C:5]([C:6]([NH:8][CH2:9][C:10]2[C:19](=[O:20])[C:18]3[C:13](=[CH:14][C:15]([F:21])=[CH:16][CH:17]=3)[N:12]([C:22]3[CH:27]=[CH:26][CH:25]=[CH:24][C:23]=3[F:28])[CH:11]=2)=[O:7])=[CH:4][N:3]=1.[NH:31]1[CH2:36][CH2:35][CH:34]([CH2:37][OH:38])[CH2:33][CH2:32]1.C(N(CC)CC)C. (5) The reactants are Cl[C:2]1[C:11]2[C:6](=[CH:7][CH:8]=[C:9]([Cl:12])[N:10]=2)[N:5]=[CH:4][C:3]=1[C:13](=[O:15])[CH3:14].[F:16][C@@H:17]1[CH2:21][CH2:20][N:19]([CH2:22][CH:23]2[CH2:28][CH2:27][CH:26]([NH2:29])[CH2:25][CH2:24]2)[CH2:18]1. No catalyst specified. The product is [Cl:12][C:9]1[N:10]=[C:11]2[C:6](=[CH:7][CH:8]=1)[N:5]=[CH:4][C:3]([C:13](=[O:15])[CH3:14])=[C:2]2[NH:29][CH:26]1[CH2:25][CH2:24][CH:23]([CH2:22][N:19]2[CH2:20][CH2:21][C@@H:17]([F:16])[CH2:18]2)[CH2:28][CH2:27]1. The yield is 0.150. (6) The yield is 0.340. No catalyst specified. The product is [CH2:1]([N:8]1[CH:12]=[C:11]([C:13]2[CH:18]=[CH:17][C:16]([Cl:19])=[CH:15][C:14]=2[Cl:20])[N:10]=[C:9]1/[CH:21]=[CH:22]/[C:23]1[CH:28]=[CH:27][C:26]([C:29]2[CH:30]=[CH:31][C:32]([O:35][CH2:36][CH2:46][CH2:47][C:48]([OH:50])=[O:49])=[CH:33][CH:34]=2)=[CH:25][CH:24]=1)[C:2]1[CH:7]=[CH:6][CH:5]=[CH:4][CH:3]=1. The reactants are [CH2:1]([N:8]1[CH:12]=[C:11]([C:13]2[CH:18]=[CH:17][C:16]([Cl:19])=[CH:15][C:14]=2[Cl:20])[N:10]=[C:9]1/[CH:21]=[CH:22]/[C:23]1[CH:28]=[CH:27][C:26]([C:29]2[CH:34]=[CH:33][C:32]([O:35][CH3:36])=[CH:31][CH:30]=2)=[CH:25][CH:24]=1)[C:2]1[CH:7]=[CH:6][CH:5]=[CH:4][CH:3]=1.C1(O)C=CC=CC=1.BrC[CH2:46][CH2:47][C:48]([O:50]C)=[O:49].